From a dataset of Catalyst prediction with 721,799 reactions and 888 catalyst types from USPTO. Predict which catalyst facilitates the given reaction. Reactant: [N:1]([CH2:4][CH2:5][CH2:6][C:7]1[C:15]2[C:10](=[CH:11][CH:12]=[C:13]([F:16])[CH:14]=2)[NH:9][CH:8]=1)=[N+:2]=[N-:3].CC([O-])(C)C.[K+].[Cl:23][C:24]1[N:25]=[C:26]2[N:30]([C:31]=1[S:32](Cl)(=[O:34])=[O:33])[CH:29]=[CH:28][S:27]2. Product: [N:1]([CH2:4][CH2:5][CH2:6][C:7]1[C:15]2[C:10](=[CH:11][CH:12]=[C:13]([F:16])[CH:14]=2)[N:9]([S:32]([C:31]2[N:30]3[C:26]([S:27][CH:28]=[CH:29]3)=[N:25][C:24]=2[Cl:23])(=[O:33])=[O:34])[CH:8]=1)=[N+:2]=[N-:3]. The catalyst class is: 1.